Dataset: Forward reaction prediction with 1.9M reactions from USPTO patents (1976-2016). Task: Predict the product of the given reaction. (1) Given the reactants [Br:1][C:2]1[CH:3]=[C:4]([CH:8]=[CH:9][C:10]=1[O:11][CH3:12])C(O)=O.CN([C:16]([O:20]N1N=NC2C=CC=NC1=2)=[N+](C)C)C.F[P-](F)(F)(F)(F)F.Cl.[NH2:38][C:39]1[CH:44]=[CH:43][CH:42]=[CH:41][C:40]=1[CH2:45][C:46]([O:48][CH3:49])=[O:47], predict the reaction product. The product is: [Br:1][C:2]1[C:10]([O:11][CH3:12])=[C:9]([CH:8]=[CH:4][CH:3]=1)[C:16]([NH:38][C:39]1[CH:44]=[CH:43][CH:42]=[CH:41][C:40]=1[CH2:45][C:46]([O:48][CH3:49])=[O:47])=[O:20]. (2) Given the reactants [CH3:1][C:2]1[C:10]([O:11][CH3:12])=[CH:9][CH:8]=[CH:7][C:3]=1[C:4]([OH:6])=O.O1CCC[CH2:14]1.C[Mg]Br.[Cl-].[NH4+], predict the reaction product. The product is: [CH3:12][O:11][C:10]1[C:2]([CH3:1])=[C:3]([C:4](=[O:6])[CH3:14])[CH:7]=[CH:8][CH:9]=1. (3) Given the reactants N1N=C(C2C=CC=CC=2C(N2CC3CN(C(OC(C)(C)C)=O)CC3C2)=O)NC=1.[CH3:29][C:30]1[CH:35]=[C:34]([CH3:36])[N:33]=[C:32]([N:37]2[CH2:44][CH:43]3[CH:39]([CH2:40][NH:41][CH2:42]3)[CH2:38]2)[N:31]=1.CC(O)=O.C(OC(N1CC2C(CNC2)C1)=O)(C)(C)C.[Cl:64][C:65]1[CH:66]=[C:67]([N:74]2[N:78]=[CH:77][CH:76]=[N:75]2)[C:68]([C:71]([O-])=[O:72])=[N:69][CH:70]=1.[Na+].N1N=C(C2C=CC=CC=2C(O)=O)NC=1, predict the reaction product. The product is: [Cl:64][C:65]1[CH:66]=[C:67]([N:74]2[N:78]=[CH:77][CH:76]=[N:75]2)[C:68]([C:71]([N:41]2[CH2:42][CH:43]3[CH:39]([CH2:38][N:37]([C:32]4[N:33]=[C:34]([CH3:36])[CH:35]=[C:30]([CH3:29])[N:31]=4)[CH2:44]3)[CH2:40]2)=[O:72])=[N:69][CH:70]=1.